Dataset: Reaction yield outcomes from USPTO patents with 853,638 reactions. Task: Predict the reaction yield, written as a fraction of the theoretical maximum amount of product (1.0 means a 100% yield; for example, 0.34 means a 34% yield). (1) The reactants are [Br:1][C:2]1[CH:3]=[C:4]([C:8]2[CH:28]=[C:11]3[N:12]=[C:13]([CH3:27])[C:14]([C@H:17]([O:22][C:23]([CH3:26])([CH3:25])[CH3:24])[C:18]([O:20][CH3:21])=[O:19])=[C:15](I)[N:10]3[N:9]=2)[CH:5]=[CH:6][CH:7]=1.[CH2:29]([CH:32]1[C:41]2[C:36](=[CH:37][CH:38]=[C:39](B3OC(C)(C)C(C)(C)O3)[CH:40]=2)[O:35][CH2:34][CH2:33]1)[CH:30]=[CH2:31].C([O-])([O-])=O.[Na+].[Na+].N#N. The catalyst is CN(C=O)C.C1C=CC([P]([Pd]([P](C2C=CC=CC=2)(C2C=CC=CC=2)C2C=CC=CC=2)([P](C2C=CC=CC=2)(C2C=CC=CC=2)C2C=CC=CC=2)[P](C2C=CC=CC=2)(C2C=CC=CC=2)C2C=CC=CC=2)(C2C=CC=CC=2)C2C=CC=CC=2)=CC=1. The product is [CH2:29]([CH:32]1[C:41]2[C:36](=[CH:37][CH:38]=[C:39]([C:15]3[N:10]4[N:9]=[C:8]([C:4]5[CH:5]=[CH:6][CH:7]=[C:2]([Br:1])[CH:3]=5)[CH:28]=[C:11]4[N:12]=[C:13]([CH3:27])[C:14]=3[C@H:17]([O:22][C:23]([CH3:26])([CH3:25])[CH3:24])[C:18]([O:20][CH3:21])=[O:19])[CH:40]=2)[O:35][CH2:34][CH2:33]1)[CH:30]=[CH2:31]. The yield is 0.446. (2) The reactants are [I:1][C:2]1[CH:3]=[C:4]2[C:8](=[CH:9][CH:10]=1)[NH:7][C:6](=[O:11])[C:5]2=O.[OH:13][C:14]1[CH:23]=[CH:22][C:17]([C:18]([NH:20][NH2:21])=[O:19])=[CH:16][CH:15]=1. The catalyst is C(O)(=O)C. The product is [OH:13][C:14]1[CH:23]=[CH:22][C:17]([C:18]([NH:20][N:21]=[C:5]2[C:4]3[C:8](=[CH:9][CH:10]=[C:2]([I:1])[CH:3]=3)[NH:7][C:6]2=[O:11])=[O:19])=[CH:16][CH:15]=1. The yield is 0.850. (3) The reactants are [Cl:1][C:2]1[S:6][C:5]([C:7]2[CH:8]=[C:9]([C:22](=O)[CH3:23])[CH:10]=[CH:11][C:12]=2[S:13]([N:16]2[CH2:21][CH2:20][O:19][CH2:18][CH2:17]2)(=[O:15])=[O:14])=[CH:4][CH:3]=1.CO.C([BH3-])#[N:28].[Na+].FC(F)(F)C(O)=O. No catalyst specified. The product is [Cl:1][C:2]1[S:6][C:5]([C:7]2[CH:8]=[C:9]([CH:22]([NH2:28])[CH3:23])[CH:10]=[CH:11][C:12]=2[S:13]([N:16]2[CH2:21][CH2:20][O:19][CH2:18][CH2:17]2)(=[O:15])=[O:14])=[CH:4][CH:3]=1. The yield is 0.340. (4) The reactants are [Br:1]N1C(=O)CCC1=O.[NH2:9][C:10]1[N:17]=[C:16]([C:18]2[O:19][CH:20]=[CH:21][CH:22]=2)[CH:15]=[CH:14][C:11]=1[C:12]#[N:13].C(=O)([O-])[O-].[K+].[K+]. The catalyst is CN(C)C=O.C(OCC)(=O)C. The product is [NH2:9][C:10]1[N:17]=[C:16]([C:18]2[O:19][CH:20]=[CH:21][CH:22]=2)[C:15]([Br:1])=[CH:14][C:11]=1[C:12]#[N:13]. The yield is 0.530. (5) The yield is 0.610. The reactants are [H-].[Na+].C[CH:4]([CH2:8][CH3:9])[CH2:5][CH:6]=[O:7]. The catalyst is CCCCCC.C(COC)OC.COCC. The product is [CH3:4][CH:9]([CH2:5][CH3:6])[CH2:8][CH:4]=[CH:5][C:6]([O:7][CH2:9][CH3:8])=[O:7]. (6) The reactants are ClC1C=C(C=CC=1[C:11]1[CH:20]=[CH:19][C:18]2[C:13](=[CH:14][CH:15]=[C:16](O)[CH:17]=2)[N:12]=1)C(O)=O.[CH3:22][O:23][C:24]([C:26]1[CH:31]=[CH:30][C:29](B(O)O)=[CH:28][CH:27]=1)=[O:25].[C:35]([O-:38])([O-])=O.[K+].[K+].Cl.C[N:43](C=O)C. The catalyst is O.C1C=CC(P(C2C=CC=CC=2)[C-]2C=CC=C2)=CC=1.C1C=CC(P(C2C=CC=CC=2)[C-]2C=CC=C2)=CC=1.Cl[Pd]Cl.[Fe+2]. The product is [NH2:43][C:19]1[C:18]2[C:13](=[CH:14][CH:15]=[C:16]([O:38][CH3:35])[CH:17]=2)[N:12]=[C:11]([C:29]2[CH:30]=[CH:31][C:26]([C:24]([O:23][CH3:22])=[O:25])=[CH:27][CH:28]=2)[CH:20]=1. The yield is 0.460. (7) The reactants are [CH2:1]([N:3]1[CH:7]=[CH:6][CH:5]=[N:4]1)[CH3:2].CN(C)CCN(C)C.C([Li])CCC.[CH:21]12[O:26][CH:22]1[CH2:23][CH2:24][CH2:25]2. The catalyst is C1COCC1. The product is [CH2:1]([N:3]1[C:7]([C@H:21]2[CH2:25][CH2:24][CH2:23][C@@H:22]2[OH:26])=[CH:6][CH:5]=[N:4]1)[CH3:2]. The yield is 0.160. (8) The reactants are ClC1C=CC=C(C(OO)=[O:9])C=1.ClCCl.[Br:15][C:16]1[N:21]=[C:20]([S:22][CH3:23])[N:19]=[C:18]([NH:24][CH2:25][C:26]([F:29])([F:28])[F:27])[C:17]=1[CH:30]([CH2:32][CH3:33])[CH3:31].[OH2:34]. No catalyst specified. The product is [Br:15][C:16]1[N:21]=[C:20]([S:22]([CH3:23])(=[O:9])=[O:34])[N:19]=[C:18]([NH:24][CH2:25][C:26]([F:27])([F:29])[F:28])[C:17]=1[CH:30]([CH2:32][CH3:33])[CH3:31]. The yield is 0.980.